Dataset: Catalyst prediction with 721,799 reactions and 888 catalyst types from USPTO. Task: Predict which catalyst facilitates the given reaction. (1) Reactant: [Si]([O:8][CH2:9][C@@H:10]([NH:25][C:26]1[CH:31]=[CH:30][C:29]([C:32]#[N:33])=[C:28]([Cl:34])[C:27]=1[CH3:35])[C:11]([NH:13][NH:14][C:15](=O)[C:16]1[CH:21]=[CH:20][C:19]([C:22]#[N:23])=[CH:18][CH:17]=1)=[O:12])(C(C)(C)C)(C)C.CCCC[N+](CCCC)(CCCC)CCCC.[F-]. Product: [Cl:34][C:28]1[C:27]([CH3:35])=[C:26]([NH:25][C@@H:10]([C:11]2[O:12][C:15]([C:16]3[CH:17]=[CH:18][C:19]([C:22]#[N:23])=[CH:20][CH:21]=3)=[N:14][N:13]=2)[CH2:9][OH:8])[CH:31]=[CH:30][C:29]=1[C:32]#[N:33]. The catalyst class is: 1. (2) The catalyst class is: 11. Reactant: [CH2:1]([N:3]([CH2:14][CH3:15])[C:4](=[O:13])[C:5]1[CH:10]=[CH:9][CH:8]=[CH:7][C:6]=1OC)[CH3:2].[CH3:16][O:17][C:18]1[CH:23]=[CH:22][C:21](B2OCC(C)(C)CO2)=[CH:20][CH:19]=1. Product: [CH2:14]([N:3]([CH2:1][CH3:2])[C:4](=[O:13])[C:5]1[CH:10]=[CH:9][CH:8]=[CH:7][C:6]=1[C:21]1[CH:22]=[CH:23][C:18]([O:17][CH3:16])=[CH:19][CH:20]=1)[CH3:15]. (3) Reactant: Br[CH2:2][C:3]1[C:12]([O:13][CH3:14])=[CH:11][CH:10]=[CH:9][C:4]=1[C:5]([O:7][CH3:8])=[O:6].[CH3:15][O-:16].[Na+]. Product: [CH3:14][O:13][C:12]1[C:3]([CH2:2][O:16][CH3:15])=[C:4]([CH:9]=[CH:10][CH:11]=1)[C:5]([O:7][CH3:8])=[O:6]. The catalyst class is: 5. (4) Reactant: [CH3:1][C:2]1[N:3]([CH2:11][CH2:12][CH3:13])[C:4]2[C:9]([CH:10]=1)=[CH:8][CH:7]=[CH:6][CH:5]=2.[Cl-].C([Al+]CC)C.[S:20]1[C:24]2[NH:25][C:26]([C:28](Cl)=[O:29])=[CH:27][C:23]=2[CH:22]=[CH:21]1. Product: [CH3:1][C:2]1[N:3]([CH2:11][CH2:12][CH3:13])[C:4]2[C:9]([C:10]=1[C:28]([C:26]1[NH:25][C:24]3[S:20][CH:21]=[CH:22][C:23]=3[CH:27]=1)=[O:29])=[CH:8][CH:7]=[CH:6][CH:5]=2. The catalyst class is: 2.